This data is from Acute oral toxicity (LD50) regression data from Zhu et al.. The task is: Regression/Classification. Given a drug SMILES string, predict its toxicity properties. Task type varies by dataset: regression for continuous values (e.g., LD50, hERG inhibition percentage) or binary classification for toxic/non-toxic outcomes (e.g., AMES mutagenicity, cardiotoxicity, hepatotoxicity). Dataset: ld50_zhu. (1) The molecule is CC(C)=CCN1CCC2(C)c3cc(O)ccc3CC1C2C. The rat oral LD50 is 2.41, given as -log10 of the dose in mol/kg body weight (higher means more acutely toxic). (2) The drug is COc1ccc(S(=O)(=O)Nc2nnc(CC(C)C)s2)cc1. The rat oral LD50 is 2.79, given as -log10 of the dose in mol/kg body weight (higher means more acutely toxic). (3) The compound is O=C(NC(CO)C(O)c1ccc([N+](=O)[O-])cc1)C(Cl)Cl. The rat oral LD50 is 2.11, given as -log10 of the dose in mol/kg body weight (higher means more acutely toxic).